This data is from Catalyst prediction with 721,799 reactions and 888 catalyst types from USPTO. The task is: Predict which catalyst facilitates the given reaction. (1) Reactant: [CH2:1]([O:3][C:4](=[O:16])[C:5]([C:7]1(Br)[CH2:11][CH2:10][O:9][CH:8]1[O:12][CH2:13][CH3:14])=[O:6])[CH3:2].S([O-])([O-])=O.[Na+].[Na+]. Product: [CH2:1]([O:3][C:4](=[O:16])[C:5]([CH:7]1[CH2:11][CH2:10][O:9][CH:8]1[O:12][CH2:13][CH3:14])=[O:6])[CH3:2]. The catalyst class is: 4. (2) Reactant: [Br:1][C:2]1[N:3]=[C:4]2[CH:9]=[C:8]([O:10][CH3:11])[C:7]([NH:12]C(=O)OC(C)(C)C)=[CH:6][N:5]2[CH:20]=1.C(O)(C(F)(F)F)=O. Product: [Br:1][C:2]1[N:3]=[C:4]2[CH:9]=[C:8]([O:10][CH3:11])[C:7]([NH2:12])=[CH:6][N:5]2[CH:20]=1. The catalyst class is: 2. (3) Reactant: [Cl:1][C:2]1[CH:7]=[CH:6][C:5]([C:8]2[N:12](CC=C)[C:11](=[O:16])[N:10]([CH2:17][C:18]([NH:20][C:21]([CH3:33])([C:23]3[CH:28]=[CH:27][CH:26]=[C:25]([C:29]([F:32])([F:31])[F:30])[CH:24]=3)[CH3:22])=[O:19])[N:9]=2)=[CH:4][CH:3]=1.C(N(CC)CC)C.C(O)=O. Product: [Cl:1][C:2]1[CH:7]=[CH:6][C:5]([C:8]2[NH:12][C:11](=[O:16])[N:10]([CH2:17][C:18]([NH:20][C:21]([CH3:33])([C:23]3[CH:28]=[CH:27][CH:26]=[C:25]([C:29]([F:30])([F:31])[F:32])[CH:24]=3)[CH3:22])=[O:19])[N:9]=2)=[CH:4][CH:3]=1. The catalyst class is: 492.